Dataset: Experimentally validated miRNA-target interactions with 360,000+ pairs, plus equal number of negative samples. Task: Binary Classification. Given a miRNA mature sequence and a target amino acid sequence, predict their likelihood of interaction. (1) The miRNA is mmu-miR-6344 with sequence GUUUUCCUACUGUUUCCCUUUU. The protein sequence of the target gene is MFGLRRNAVIGLNLYCGGASLGAGGGSPAGTRLAAEEAKARREGGGEAALLPGARVVARPPPVGAEDPDVTASAERRLLKSPGLLAVPPEEMAASAAAIMSPEEELDGCEPEVLSKRPAVLPLLERVSEAAKSSGADGSLPSTPPPPEEEDDELYRQSLEIISRYLREQATGSKDAKPLGEAGAAGRRALETLRRVGDGVQRNHETAFQGMLRKLDIKNEDDVKSFSRVMTHVFKDGVTNWGRIVTLISFGAFVAKHLKSINQESCIEPLAESITDVLVRTKRDWLVKQRGWDGFVEFFH.... Result: 0 (no interaction). (2) The miRNA is hsa-miR-4502 with sequence GCUGAUGAUGAUGGUGCUGAAG. The protein sequence of the target gene is MAAVRVLVASRLAAASAFTSLSPGGRTPSQRAALHLSVPRPAARVALVLSGCGVYDGTEIHEASAILVHLSRGGAEVQIFAPDVPQMHVIDHTKGQPSEGESRNVLTESARIARGKITDLANLSAANHDAAIFPGGFGAAKNLSTFAVDGKDCKVNKEVERVLKEFHQAGKPIGLCCIAPVLAAKVLRGVEVTVGHEQEEGGKWPYAGTAEAIKALGAKHCVKEVVEAHVDQKNKVVTTPAFMCETALHYIHDGIGAMVRKVLELTGK. Result: 0 (no interaction). (3) The miRNA is mmu-miR-466g with sequence AUACAGACACAUGCACACACA. The protein sequence of the target gene is MRMLLGIPYVDKSVLSNSVLERGKQDKSKLLLVDKCHYELDVEERKEDFVGGFGFGVVENSHKDVMVLPHHHYYPSYSSPSSSSLCYCSAGVSDPMFSVSSNQAYTSSHSGMFTPAGSGSAAVTVADPFFSLSSSGEMRRSMNEDAGAAFSEAQWHELERQRNIYKYMMASVPVPPELLTPFPKNHQSNTNPDVDTYRSGMFSIYADYKNLPLSMWMTVTVAVATGGSLQLGIASSASNNTADLEPWRCKRTDGKKWRCSRNVIPDQKYCERHTHKSRPRSRKHVESSHQSSHHNDIRTA.... Result: 0 (no interaction). (4) The miRNA is hsa-miR-4778-5p with sequence AAUUCUGUAAAGGAAGAAGAGG. The protein sequence of the target gene is MAVALDSQIDAPLEVEGCLIMKVEKDPEWASEPILEGSDSSETFRKCFRQFCYEDVTGPHEAFSKLWELCCRWLKPEMRSKEQILELLVIEQFLTILPEKIQAWAQKQCPQSGEEAVALVVHLEKETGRLRQQVSSPVHREKHSPLGAAWEVADFQPEQVETQPRAVSREEPGSLHSGHQEQLNRKRERRPLPKNARPSPWVPALADEWNTLDQEVTTTRLPAGSQEPVKDVHVARGFSYRKSVHQIPAQRDLYRDFRKENVGNVVSLGSAVSTSNKITRLEQRKEPWTLGLHSSNKRSI.... Result: 1 (interaction). (5) The miRNA is hsa-miR-4473 with sequence CUAGUGCUCUCCGUUACAAGUA. The protein sequence of the target gene is MEDYQAAEETAFVVDEVSNIVKEAIESAIGGNAYQHSKVNQWTTNVVEQTLSQLTKLGKPFKYIVTCVIMQKNGAGLHTASSCFWDSSTDGSCTVRWENKTMYCIVSAFGLSI. Result: 0 (no interaction). (6) The miRNA is hsa-miR-488-5p with sequence CCCAGAUAAUGGCACUCUCAA. The protein sequence of the target gene is MAPRSRRRRHKKPPSSVAPIIMAPTTIVTPVPLTPSKPGPSIDTLGFFSLDDNVPGLSQLILQKLNMKSYEEYKLVVDGGTPVSGFGFRCPQEMFQRMEDTFRFCAHCRALPSGLSDSKVLRHCKRCRNVYYCGPECQKSDWPAHRRVCQELRLVAVDRLMEWLLVTGDFVLPSGPWPWPPEAVQDWDSWFSMKGLHLDATLDAVLVSHAVTTLWASVGRPRPDPDVLQGSLKRLLTDVLSRPLTLGLGLRALGIDVRRTGGSTVHVVGASHVETFLTRPGDYDELGYMFPGHLGLRVVM.... Result: 0 (no interaction). (7) The miRNA is hsa-miR-1260b with sequence AUCCCACCACUGCCACCAU. The protein sequence of the target gene is MGNGVKEGPVRLHEDAEAVLSSSVSSKRDHRQVLSSLLSGALAGALAKTAVAPLDRTKIIFQVSSKRFSAKEAFRVLYYTYLNEGFLSLWRGNSATMVRVVPYAAIQFSAHEEYKRILGSYYGFRGEALPPWPRLFAGALAGTTAASLTYPLDLVRARMAVTPKEMYSNIFHVFIRISREEGLKTLYHGFMPTVLGVIPYAGLSFFTYETLKSLHREYSGRRQPYPFERMIFGACAGLIGQSASYPLDVVRRRMQTAGVTGYPRASIARTLRTIVREEGAVRGLYKGLSMNWVKGPIAVG.... Result: 1 (interaction).